Task: Predict the reaction yield, written as a fraction of the theoretical maximum amount of product (1.0 means a 100% yield; for example, 0.34 means a 34% yield).. Dataset: Reaction yield outcomes from USPTO patents with 853,638 reactions (1) The product is [OH:46][NH:47][C:33](=[O:35])[CH:32]([CH2:31][S:28]([N:21]1[CH2:20][CH2:19][C:18]2[C:17]3[C:25](=[CH:26][CH:27]=[C:15]([O:14][CH3:13])[CH:16]=3)[NH:24][C:23]=2[CH2:22]1)(=[O:29])=[O:30])[CH:36]([CH3:38])[CH3:37]. The yield is 0.210. The reactants are Cl.CN(C)CCCN=C=NCC.[CH3:13][O:14][C:15]1[CH:16]=[C:17]2[C:25](=[CH:26][CH:27]=1)[NH:24][C:23]1[CH2:22][N:21]([S:28]([CH2:31][CH:32]([CH:36]([CH3:38])[CH3:37])[C:33]([OH:35])=O)(=[O:30])=[O:29])[CH2:20][CH2:19][C:18]2=1.[Si]([O:46][NH2:47])(C(C)(C)C)(C)C.O. The catalyst is ClCCl. (2) The reactants are Cl[C:2]1[CH:3]=[C:4]([C:9]2[N:13]3[CH:14]=[CH:15][C:16]([C:19]([OH:22])([CH3:21])[CH3:20])=[C:17]([F:18])[C:12]3=[N:11][CH:10]=2)[CH:5]=[CH:6][C:7]=1[F:8].[Cl:23][C:24]1[CH:25]=[C:26](B(O)O)[CH:27]=[CH:28][C:29]=1[Cl:30]. No catalyst specified. The product is [Cl:23][C:24]1[CH:25]=[C:26]([C:2]2[CH:3]=[C:4]([C:9]3[N:13]4[CH:14]=[CH:15][C:16]([C:19]([OH:22])([CH3:21])[CH3:20])=[C:17]([F:18])[C:12]4=[N:11][CH:10]=3)[CH:5]=[CH:6][C:7]=2[F:8])[CH:27]=[CH:28][C:29]=1[Cl:30]. The yield is 0.0300. (3) The reactants are [N+:1]([C:4]1[CH:17]=[CH:16][C:7]([O:8][C:9]2[N:14]=[CH:13][N:12]=[C:11]([NH2:15])[CH:10]=2)=[CH:6][CH:5]=1)([O-])=O.[Cl-].[NH4+].C(O)C. The catalyst is [Fe].O. The product is [NH2:1][C:4]1[CH:17]=[CH:16][C:7]([O:8][C:9]2[N:14]=[CH:13][N:12]=[C:11]([NH2:15])[CH:10]=2)=[CH:6][CH:5]=1. The yield is 1.00. (4) The reactants are C([N:8]1[CH2:13][CH:12]=[C:11]([CH2:14][O:15][C:16]2[CH:21]=[C:20]([Br:22])[CH:19]=[CH:18][C:17]=2Br)[CH2:10][CH2:9]1)C1C=CC=CC=1.N(C(C)(C)C#N)=NC(C)(C)C#N.C([SnH](CCCC)CCCC)CCC.C(N1CCC2(C3C=CC(Br)=CC=3OC2)CC1)C1C=CC=CC=1.[Cl:71]C(OC(Cl)C)=O. The catalyst is C1C=CC=CC=1.CCOCC.ClCCCl. The product is [ClH:71].[Br:22][C:20]1[CH:19]=[CH:18][C:17]2[C:11]3([CH2:14][O:15][C:16]=2[CH:21]=1)[CH2:10][CH2:9][NH:8][CH2:13][CH2:12]3. The yield is 0.990. (5) The reactants are Br[CH2:2][C:3](=O)[C:4]([O:6][CH2:7][CH3:8])=[O:5].[N:10]1([C:15]2[N:20]=[C:19]([CH:21]3[CH:25]([C:26](=[S:28])[NH2:27])[CH2:24][CH2:23][N:22]3[C:29]([O:31][C:32]([CH3:35])([CH3:34])[CH3:33])=[O:30])[CH:18]=[C:17]([CH3:36])[N:16]=2)[CH:14]=[CH:13][N:12]=[CH:11]1.C(=O)(O)[O-].[Na+]. The catalyst is C(Cl)Cl. The product is [CH2:7]([O:6][C:4]([C:3]1[N:27]=[C:26]([CH:25]2[CH2:24][CH2:23][N:22]([C:29]([O:31][C:32]([CH3:35])([CH3:34])[CH3:33])=[O:30])[CH:21]2[C:19]2[CH:18]=[C:17]([CH3:36])[N:16]=[C:15]([N:10]3[CH:14]=[CH:13][N:12]=[CH:11]3)[N:20]=2)[S:28][CH:2]=1)=[O:5])[CH3:8]. The yield is 0.800. (6) The reactants are [CH3:1][O:2][C:3]1[CH:8]=[CH:7][C:6]([N:9]2[CH:13]=[CH:12][C:11]([NH:14][CH2:15][C:16](OC)=[O:17])=[N:10]2)=[CH:5][CH:4]=1.C(N(CC)CC)C.ClC(OCC)=O.[BH4-].[Na+]. The catalyst is O1CCCC1.O. The product is [CH3:1][O:2][C:3]1[CH:4]=[CH:5][C:6]([N:9]2[CH:13]=[CH:12][C:11]([NH:14][CH2:15][CH2:16][OH:17])=[N:10]2)=[CH:7][CH:8]=1. The yield is 0.260.